This data is from Peptide-MHC class II binding affinity with 134,281 pairs from IEDB. The task is: Regression. Given a peptide amino acid sequence and an MHC pseudo amino acid sequence, predict their binding affinity value. This is MHC class II binding data. (1) The peptide sequence is YEAFVLHFSEALHII. The MHC is DRB1_0802 with pseudo-sequence DRB1_0802. The binding affinity (normalized) is 0.436. (2) The peptide sequence is EEPDDIDCWCYGVEN. The MHC is HLA-DQA10501-DQB10402 with pseudo-sequence HLA-DQA10501-DQB10402. The binding affinity (normalized) is 0. (3) The peptide sequence is SSLGVDDVGTPELEL. The MHC is DRB1_1302 with pseudo-sequence DRB1_1302. The binding affinity (normalized) is 0. (4) The peptide sequence is FTTTLFLHLVGFPTH. The MHC is H-2-IAb with pseudo-sequence H-2-IAb. The binding affinity (normalized) is 0. (5) The peptide sequence is KSVPLEMLLINLTTI. The MHC is DRB3_0101 with pseudo-sequence DRB3_0101. The binding affinity (normalized) is 0.288. (6) The peptide sequence is SPSLWELEFAKQLASV. The MHC is DRB1_0101 with pseudo-sequence DRB1_0101. The binding affinity (normalized) is 0.599. (7) The MHC is DRB1_0404 with pseudo-sequence DRB1_0404. The peptide sequence is FFTELDGVRLHRFAPPCKPL. The binding affinity (normalized) is 0.318. (8) The peptide sequence is AAFSRMLSLFFRQHI. The MHC is DRB5_0101 with pseudo-sequence DRB5_0101. The binding affinity (normalized) is 0.874. (9) The peptide sequence is GELQICDKIDAAFKI. The MHC is DRB1_0401 with pseudo-sequence DRB1_0401. The binding affinity (normalized) is 0.543.